From a dataset of Catalyst prediction with 721,799 reactions and 888 catalyst types from USPTO. Predict which catalyst facilitates the given reaction. (1) Reactant: [CH2:1]([O:3][C:4](=[O:40])[C:5]([CH3:39])([CH3:38])[CH2:6][C:7]1[N:8]([CH2:22][C:23]2[CH:28]=[CH:27][C:26]([C:29]3[CH:30]=[N:31][C:32]([O:35][CH2:36][CH3:37])=[CH:33][CH:34]=3)=[CH:25][CH:24]=2)[C:9]2[C:14]([C:15]=1[S:16][C:17]([CH3:20])([CH3:19])[CH3:18])=[CH:13][C:12]([OH:21])=[CH:11][CH:10]=2)[CH3:2].C(=O)([O-])[O-].[Cs+].[Cs+].Cl.Cl[C:49]1[CH:54]=[CH:53][C:52]([CH3:55])=[CH:51][N:50]=1.[CH2:56](O)C. Product: [CH2:1]([O:3][C:4](=[O:40])[C:5]([CH3:38])([CH3:39])[CH2:6][C:7]1[N:8]([CH2:22][C:23]2[CH:24]=[CH:25][C:26]([C:29]3[CH:30]=[N:31][C:32]([O:35][CH2:36][CH3:37])=[CH:33][CH:34]=3)=[CH:27][CH:28]=2)[C:9]2[C:14]([C:15]=1[S:16][C:17]([CH3:19])([CH3:20])[CH3:18])=[CH:13][C:12]([O:21][CH2:56][C:49]1[CH:54]=[CH:53][C:52]([CH3:55])=[CH:51][N:50]=1)=[CH:11][CH:10]=2)[CH3:2]. The catalyst class is: 10. (2) Reactant: [NH2:1][C@@H:2]([CH2:33][C:34]1[CH:39]=[CH:38][CH:37]=[CH:36][CH:35]=1)[CH2:3][C@H:4]([OH:32])[C@@H:5]([NH:19][C:20]([C@@H:22]([NH:27][C:28](=[O:31])[O:29][CH3:30])[C:23]([CH3:26])([CH3:25])[CH3:24])=[O:21])[CH2:6][C:7]1[CH:12]=[CH:11][C:10]([C:13]2[CH:18]=[CH:17][CH:16]=[CH:15][N:14]=2)=[CH:9][CH:8]=1.[CH3:40][C:41]([CH3:64])([CH3:63])[C@H:42]([N:46]1[CH2:50][CH2:49][N:48]([CH2:51][C:52]2[N:56]([CH3:57])[C:55]3[CH:58]=[CH:59][CH:60]=[CH:61][C:54]=3[N:53]=2)[C:47]1=[O:62])[C:43](O)=[O:44].CCOP(ON1N=NC2C=CC=CC=2C1=O)(OCC)=O.C(N(CC)C(C)C)(C)C. Product: [CH3:40][C:41]([CH3:64])([CH3:63])[C@H:42]([N:46]1[CH2:50][CH2:49][N:48]([CH2:51][C:52]2[N:56]([CH3:57])[C:55]3[CH:58]=[CH:59][CH:60]=[CH:61][C:54]=3[N:53]=2)[C:47]1=[O:62])[C:43]([NH:1][C@@H:2]([CH2:33][C:34]1[CH:35]=[CH:36][CH:37]=[CH:38][CH:39]=1)[CH2:3][C@H:4]([OH:32])[C@@H:5]([NH:19][C:20]([C@@H:22]([NH:27][C:28](=[O:31])[O:29][CH3:30])[C:23]([CH3:25])([CH3:26])[CH3:24])=[O:21])[CH2:6][C:7]1[CH:12]=[CH:11][C:10]([C:13]2[CH:18]=[CH:17][CH:16]=[CH:15][N:14]=2)=[CH:9][CH:8]=1)=[O:44]. The catalyst class is: 1. (3) Reactant: [C:1]([C:4]1[CH:13]=[CH:12][C:7]2[NH:8][C:9](=[O:11])[O:10][C:6]=2[CH:5]=1)(=[O:3])[CH3:2].[H-].[Na+].[CH3:16]I.Cl. Product: [C:1]([C:4]1[CH:13]=[CH:12][C:7]2[N:8]([CH3:16])[C:9](=[O:11])[O:10][C:6]=2[CH:5]=1)(=[O:3])[CH3:2]. The catalyst class is: 163. (4) Reactant: [CH3:1][C:2]1([CH3:11])[O:6][CH:5]([CH2:7][CH2:8][CH2:9][OH:10])[CH2:4][O:3]1.[CH3:12][S:13](Cl)(=[O:15])=[O:14]. The catalyst class is: 1. Product: [CH3:12][S:13]([O:10][CH2:9][CH2:8][CH2:7][CH:5]1[CH2:4][O:3][C:2]([CH3:11])([CH3:1])[O:6]1)(=[O:15])=[O:14]. (5) Reactant: C(OC([N:8]([CH2:54][CH2:55][S:56][S:57][C:58]([CH3:61])([CH3:60])[CH3:59])[CH2:9][C:10]([O:12][C@H:13]1[C@@H:17]([OH:18])[C@H:16]([N:19]2[CH:27]=[N:26][C:25]3[C:20]2=[N:21][CH:22]=[N:23][C:24]=3[NH2:28])[O:15][C@@H:14]1[CH2:29][O:30][P:31]([O:34][C@H:35]1[CH2:39][C@H:38]([N:40]2[CH:45]=[CH:44][C:43]([NH2:46])=[N:42][C:41]2=[O:47])[O:37][C@@H:36]1[CH2:48][O:49][P:50]([OH:53])([OH:52])=[O:51])([OH:33])=[O:32])=[O:11])=O)(C)(C)C. Product: [C:58]([S:57][S:56][CH2:55][CH2:54][NH:8][CH2:9][C:10]([O:12][C@H:13]1[C@@H:17]([OH:18])[C@H:16]([N:19]2[CH:27]=[N:26][C:25]3[C:20]2=[N:21][CH:22]=[N:23][C:24]=3[NH2:28])[O:15][C@@H:14]1[CH2:29][O:30][P:31]([O:34][C@H:35]1[CH2:39][C@H:38]([N:40]2[CH:45]=[CH:44][C:43]([NH2:46])=[N:42][C:41]2=[O:47])[O:37][C@@H:36]1[CH2:48][O:49][P:50]([OH:53])([OH:52])=[O:51])([OH:33])=[O:32])=[O:11])([CH3:61])([CH3:59])[CH3:60]. The catalyst class is: 67. (6) Product: [NH2:15][C:11]1[CH:10]=[C:9]([Cl:16])[N:8]=[C:7]([C:5]([OH:6])=[O:4])[C:12]=1[CH:13]=[CH2:14]. The catalyst class is: 20. Reactant: [OH-].[Na+].C[O:4][C:5]([C:7]1[C:12]([CH:13]=[CH2:14])=[C:11]([NH2:15])[CH:10]=[C:9]([Cl:16])[N:8]=1)=[O:6]. (7) Product: [OH:1][C:2]1[CH:11]=[CH:10][C:5]2[C:6](=[O:9])/[C:7](=[CH:39]/[C:32]3[C:33]4[C:38](=[CH:37][CH:36]=[CH:35][CH:34]=4)[N:30]([S:20]([C:23]4[CH:24]=[CH:25][C:26]([CH3:27])=[CH:28][CH:29]=4)(=[O:22])=[O:21])[CH:31]=3)/[O:8][C:4]=2[C:3]=1[CH2:12][N:13]1[CH2:14][CH2:15][N:16]([CH3:19])[CH2:17][CH2:18]1. The catalyst class is: 5. Reactant: [OH:1][C:2]1[CH:11]=[CH:10][C:5]2[C:6](=[O:9])[CH2:7][O:8][C:4]=2[C:3]=1[CH2:12][N:13]1[CH2:18][CH2:17][N:16]([CH3:19])[CH2:15][CH2:14]1.[S:20]([N:30]1[C:38]2[C:33](=[CH:34][CH:35]=[CH:36][CH:37]=2)[C:32]([CH:39]=O)=[CH:31]1)([C:23]1[CH:29]=[CH:28][C:26]([CH3:27])=[CH:25][CH:24]=1)(=[O:22])=[O:21].N1CCCCC1. (8) Reactant: Br[C:2]1[CH:7]=[CH:6][C:5]([S:8]([CH2:11][CH:12]2[CH2:17][CH:16]([N:18]([CH:20]([CH3:22])[CH3:21])[CH3:19])[CH2:15][CH2:14][CH:13]2[NH:23][C:24](=[O:39])[CH2:25][C:26]2[NH:30][C:29]3[CH:31]=[CH:32][CH:33]=[C:34]([C:35]([F:38])([F:37])[F:36])[C:28]=3[N:27]=2)(=[O:10])=[O:9])=[CH:4][CH:3]=1.[CH2:40]([O:42]C([Sn](CCCC)(CCCC)CCCC)=C)[CH3:41]. Product: [C:40]([C:2]1[CH:7]=[CH:6][C:5]([S:8]([CH2:11][C@@H:12]2[CH2:17][C@H:16]([N:18]([CH:20]([CH3:21])[CH3:22])[CH3:19])[CH2:15][CH2:14][C@@H:13]2[NH:23][C:24](=[O:39])[CH2:25][C:26]2[NH:30][C:29]3[CH:31]=[CH:32][CH:33]=[C:34]([C:35]([F:36])([F:37])[F:38])[C:28]=3[N:27]=2)(=[O:10])=[O:9])=[CH:4][CH:3]=1)(=[O:42])[CH3:41]. The catalyst class is: 109. (9) Reactant: [Cl-:1].[NH2:2][C@H:3]([CH2:9][C:10]([O:12][CH3:13])=[O:11])[CH2:4][N+:5]([CH3:8])([CH3:7])[CH3:6].C(N(CC)CC)C.[O-]S(C(F)(F)F)(=O)=O.[N:29]1([S:34](N2C=C[N+](C)=C2)(=[O:36])=[O:35])[CH:33]=[CH:32][N:31]=[CH:30]1. Product: [Cl-:1].[N:29]1([S:34]([NH:2][C@H:3]([CH2:9][C:10]([O:12][CH3:13])=[O:11])[CH2:4][N+:5]([CH3:8])([CH3:6])[CH3:7])(=[O:36])=[O:35])[CH:33]=[CH:32][N:31]=[CH:30]1. The catalyst class is: 23.